Dataset: Forward reaction prediction with 1.9M reactions from USPTO patents (1976-2016). Task: Predict the product of the given reaction. Given the reactants C(Cl)(=O)C(Cl)=O.CS(C)=O.[F:11][C:12]1[CH:13]=[C:14]([C@H:18]2[C@H:22]([CH2:23][OH:24])[CH2:21][N:20]([CH2:25][C:26]3([C:32]([O:34][CH2:35][C:36]4[CH:41]=[CH:40][CH:39]=[CH:38][CH:37]=4)=[O:33])[CH2:31][CH2:30][CH2:29][CH2:28][CH2:27]3)[CH2:19]2)[CH:15]=[CH:16][CH:17]=1.C(N(CC)CC)C, predict the reaction product. The product is: [F:11][C:12]1[CH:13]=[C:14]([C@H:18]2[C@H:22]([CH:23]=[O:24])[CH2:21][N:20]([CH2:25][C:26]3([C:32]([O:34][CH2:35][C:36]4[CH:41]=[CH:40][CH:39]=[CH:38][CH:37]=4)=[O:33])[CH2:27][CH2:28][CH2:29][CH2:30][CH2:31]3)[CH2:19]2)[CH:15]=[CH:16][CH:17]=1.